This data is from Forward reaction prediction with 1.9M reactions from USPTO patents (1976-2016). The task is: Predict the product of the given reaction. Given the reactants Br[C:2]1[CH:22]=[CH:21][C:5]2[N:6]([C:15]3[CH:20]=[CH:19][CH:18]=[CH:17][CH:16]=3)[C:7]([C:9]3[CH:14]=[CH:13][CH:12]=[CH:11][CH:10]=3)=[N:8][C:4]=2[CH:3]=1.C([Li])CCC.C[O:29][B:30](OC)[O:31]C.Cl, predict the reaction product. The product is: [C:15]1([N:6]2[C:5]3[CH:21]=[CH:22][C:2]([B:30]([OH:31])[OH:29])=[CH:3][C:4]=3[N:8]=[C:7]2[C:9]2[CH:14]=[CH:13][CH:12]=[CH:11][CH:10]=2)[CH:20]=[CH:19][CH:18]=[CH:17][CH:16]=1.